From a dataset of Full USPTO retrosynthesis dataset with 1.9M reactions from patents (1976-2016). Predict the reactants needed to synthesize the given product. (1) Given the product [CH:1]([C:4]1[CH:11]=[CH:10][CH:9]=[CH:8][C:5]=1[CH2:6][N:15]1[CH:16]=[CH:17][CH:18]=[C:19]([C:20]([O:22][CH2:23][CH3:24])=[O:21])[C:14]1=[O:13])([CH3:3])[CH3:2], predict the reactants needed to synthesize it. The reactants are: [CH:1]([C:4]1[CH:11]=[CH:10][CH:9]=[CH:8][C:5]=1[CH2:6]Br)([CH3:3])[CH3:2].Cl.[O:13]=[C:14]1[C:19]([C:20]([O:22][CH2:23][CH3:24])=[O:21])=[CH:18][CH:17]=[CH:16][NH:15]1.[H-].[Na+]. (2) Given the product [N:9]1[C:4]2[CH:5]=[CH:6][CH:7]=[CH:8][C:3]=2[CH2:2][O:1][C:10]=1[NH2:12], predict the reactants needed to synthesize it. The reactants are: [OH:1][CH2:2][C:3]1[CH:8]=[CH:7][CH:6]=[CH:5][C:4]=1[NH:9][C:10]([NH2:12])=S.N=C=N.Cl.CN(C)CCCN=C=NCC.C1(N=C=NC2CCCCC2)CCCCC1.C(N=C=NC(C)C)(C)C.